Task: Predict the reactants needed to synthesize the given product.. Dataset: Retrosynthesis with 50K atom-mapped reactions and 10 reaction types from USPTO (1) The reactants are: COc1cccc(Cc2nc(Nc3ccc(-n4cnc(C)c4)c(OC)c3)nc3c2CN(C(=O)OC(C)(C)C)CC3)c1. Given the product COc1cccc(Cc2nc(Nc3ccc(-n4cnc(C)c4)c(OC)c3)nc3c2CNCC3)c1, predict the reactants needed to synthesize it. (2) Given the product COc1cc(C)nc(Nc2cc(N[C@@H]3CS(=O)(=O)CC[C@@H]3N)cnc2C#N)c1, predict the reactants needed to synthesize it. The reactants are: COc1cc(C)nc(Nc2cc(N[C@@H]3CS(=O)(=O)CC[C@@H]3NC(=O)OC(C)(C)C)cnc2C#N)c1. (3) Given the product CCOC(=O)C1CCC(c2ncc(-c3cn4c(Cc5ccccc5OC(F)F)c(C)nc4cc3F)cn2)CC1, predict the reactants needed to synthesize it. The reactants are: CCOC(=O)C1CC=C(c2ncc(-c3cn4c(Cc5ccccc5OC(F)F)c(C)nc4cc3F)cn2)CC1. (4) Given the product Cc1c(NS(C)(=O)=O)cccc1N1C[C@@H](C)OC[C@H]1c1ccccc1, predict the reactants needed to synthesize it. The reactants are: C[C@@H]1CN[C@H](c2ccccc2)CO1.Cc1c(Br)cccc1NS(C)(=O)=O. (5) Given the product N#Cc1ccc(-c2cccc3c2c2ccccc2n3-c2ccc(C(=O)O)c(NCCF)c2)cn1, predict the reactants needed to synthesize it. The reactants are: CC(C)(C)OC(=O)c1ccc(-n2c3ccccc3c3c(-c4ccc(C#N)nc4)cccc32)cc1NCCF. (6) Given the product Cn1c(I)ccc(OCc2ccccc2)c1=O, predict the reactants needed to synthesize it. The reactants are: CI.O=c1[nH]c(I)ccc1OCc1ccccc1. (7) Given the product COCCOc1cc(OC2CCN(C)CC2)c2c(Nc3ccc(OCc4cccc(F)c4)c(Cl)c3)ncnc2c1, predict the reactants needed to synthesize it. The reactants are: CN1CCC(Oc2cc(O)cc3ncnc(Nc4ccc(OCc5cccc(F)c5)c(Cl)c4)c23)CC1.COCCBr.